From a dataset of Full USPTO retrosynthesis dataset with 1.9M reactions from patents (1976-2016). Predict the reactants needed to synthesize the given product. (1) Given the product [CH3:33][O:32][C:8]1[CH:9]=[C:10]([O:13][CH2:14][C:15]2[N:16]([CH3:31])[N:17]=[C:18]([C:20]3[CH:21]=[CH:22][C:23]([O:26][C:27]([F:28])([F:29])[F:30])=[CH:24][CH:25]=3)[CH:19]=2)[CH:11]=[CH:12][C:7]=1[CH2:6][CH2:5][C:4]([OH:34])=[O:3], predict the reactants needed to synthesize it. The reactants are: C([O:3][C:4](=[O:34])[CH2:5][CH2:6][C:7]1[CH:12]=[CH:11][C:10]([O:13][CH2:14][C:15]2[N:16]([CH3:31])[N:17]=[C:18]([C:20]3[CH:25]=[CH:24][C:23]([O:26][C:27]([F:30])([F:29])[F:28])=[CH:22][CH:21]=3)[CH:19]=2)=[CH:9][C:8]=1[O:32][CH3:33])C.[Li+].[OH-]. (2) The reactants are: [Cl:1][C:2]1[C:10]2[N:9]=[C:8]([NH:11][C:12]3[C:17]([CH3:18])=[CH:16][C:15]([Cl:19])=[CH:14][C:13]=3[O:20][CH3:21])[N:7]([CH2:22][CH2:23][OH:24])[C:6]=2[C:5]([CH:25]([CH2:28][CH3:29])[CH2:26][CH3:27])=[CH:4][CH:3]=1.[OH-:30].[Na+].O.Cl. Given the product [Cl:1][C:2]1[C:10]2[N:9]=[C:8]([NH:11][C:12]3[C:17]([CH3:18])=[CH:16][C:15]([Cl:19])=[CH:14][C:13]=3[O:20][CH3:21])[N:7]([CH2:22][C:23]([OH:30])=[O:24])[C:6]=2[C:5]([CH:25]([CH2:28][CH3:29])[CH2:26][CH3:27])=[CH:4][CH:3]=1, predict the reactants needed to synthesize it.